Dataset: M1 muscarinic receptor antagonist screen with 61,756 compounds. Task: Binary Classification. Given a drug SMILES string, predict its activity (active/inactive) in a high-throughput screening assay against a specified biological target. The drug is N1(CCCC1)c1ccc(cc1)CNc1n(nnn1)CC. The result is 1 (active).